Predict which catalyst facilitates the given reaction. From a dataset of Catalyst prediction with 721,799 reactions and 888 catalyst types from USPTO. (1) Reactant: [N+:1]([C:4]1[CH:9]=[CH:8][C:7]([N:10]2[CH:14]=[CH:13][CH:12]=[N:11]2)=[CH:6][C:5]=1[N:15]1[CH2:20][CH2:19][CH2:18][CH2:17][CH2:16]1)([O-])=O. Product: [N:15]1([C:5]2[CH:6]=[C:7]([N:10]3[CH:14]=[CH:13][CH:12]=[N:11]3)[CH:8]=[CH:9][C:4]=2[NH2:1])[CH2:16][CH2:17][CH2:18][CH2:19][CH2:20]1. The catalyst class is: 1. (2) Product: [C:1]([C:3]1[CH:4]=[CH:5][C:6]2[N:10]=[C:9]([CH2:11][NH:12][C:13]3[CH:18]=[CH:17][CH:16]=[CH:15][C:14]=3/[CH:19]=[CH:20]/[C:21]([NH:39][OH:40])=[O:22])[NH:8][C:7]=2[CH:24]=1)#[N:2]. Reactant: [C:1]([C:3]1[CH:4]=[CH:5][C:6]2[N:10]=[C:9]([CH2:11][NH:12][C:13]3[CH:18]=[CH:17][CH:16]=[CH:15][C:14]=3/[CH:19]=[CH:20]/[C:21](O)=[O:22])[NH:8][C:7]=2[CH:24]=1)#[N:2].CN1CCOCC1.ClC(OC(C)C)=O.[NH2:39][OH:40].Cl. The catalyst class is: 44. (3) Reactant: [Br:1][C:2]1[CH:7]=[CH:6][C:5]([C:8]2[C:16]3[C:15]([Cl:17])=[N:14][CH:13]=[N:12][C:11]=3[S:10][C:9]=2I)=[C:4]([CH3:19])[C:3]=1[Cl:20].[F:21][C:22]1[C:27]([F:28])=[CH:26][CH:25]=[CH:24][C:23]=1B1OC(C)(C)C(C)(C)O1.C([O-])([O-])=O.[Cs+].[Cs+].O. Product: [Br:1][C:2]1[CH:7]=[CH:6][C:5]([C:8]2[C:16]3[C:15]([Cl:17])=[N:14][CH:13]=[N:12][C:11]=3[S:10][C:9]=2[C:26]2[CH:25]=[CH:24][CH:23]=[C:22]([F:21])[C:27]=2[F:28])=[C:4]([CH3:19])[C:3]=1[Cl:20]. The catalyst class is: 75.